From a dataset of Catalyst prediction with 721,799 reactions and 888 catalyst types from USPTO. Predict which catalyst facilitates the given reaction. (1) Reactant: C([O:3][C:4](=[O:15])/[C:5](/O)=[CH:6]/[C:7](=[O:13])[CH2:8][C:9]([CH3:12])([CH3:11])[CH3:10])C.Cl.[NH2:17]O.[OH-].[Na+].Cl. Product: [CH3:10][C:9]([CH3:12])([CH3:11])[CH2:8][C:7]1[O:13][N:17]=[C:5]([C:4]([OH:3])=[O:15])[CH:6]=1. The catalyst class is: 14. (2) Reactant: [Cl:1][C:2]1[CH:3]=[C:4]([CH2:14][N:15]2[C:19]([CH3:20])=[CH:18][C:17]([C:21](Cl)=[O:22])=[N:16]2)[C:5]2[O:9][C:8]([CH:10]([CH3:12])[CH3:11])=[CH:7][C:6]=2[CH:13]=1.CCN(CC)CC.[NH2:31][CH:32]1[CH2:37][CH2:36][N:35]([C:38]([O:40][C:41]([CH3:44])([CH3:43])[CH3:42])=[O:39])[CH2:34][CH2:33]1. Product: [Cl:1][C:2]1[CH:3]=[C:4]([CH2:14][N:15]2[C:19]([CH3:20])=[CH:18][C:17]([C:21]([NH:31][CH:32]3[CH2:33][CH2:34][N:35]([C:38]([O:40][C:41]([CH3:44])([CH3:43])[CH3:42])=[O:39])[CH2:36][CH2:37]3)=[O:22])=[N:16]2)[C:5]2[O:9][C:8]([CH:10]([CH3:12])[CH3:11])=[CH:7][C:6]=2[CH:13]=1. The catalyst class is: 158. (3) Reactant: [CH2:1]([O:3][C:4]1[C:13]([F:14])=[C:12]2[C:7]([CH:8]=[C:9]([CH:17](O)[CH2:18][C@H:19]3[CH2:24][CH2:23][C@H:22]([C@H:25]4[CH2:30][CH2:29][C@H:28]([CH2:31][CH2:32][CH2:33][CH3:34])[CH2:27][CH2:26]4)[CH2:21][CH2:20]3)[C:10]([F:16])=[C:11]2[F:15])=[CH:6][CH:5]=1)[CH3:2].C1(C)C=CC(S(O)(=O)=O)=CC=1. Product: [CH2:1]([O:3][C:4]1[C:13]([F:14])=[C:12]2[C:7]([CH:8]=[C:9](/[CH:17]=[CH:18]/[C@H:19]3[CH2:24][CH2:23][C@H:22]([C@H:25]4[CH2:26][CH2:27][C@H:28]([CH2:31][CH2:32][CH2:33][CH3:34])[CH2:29][CH2:30]4)[CH2:21][CH2:20]3)[C:10]([F:16])=[C:11]2[F:15])=[CH:6][CH:5]=1)[CH3:2]. The catalyst class is: 11. (4) Reactant: [F:1][C:2]1[CH:7]=[CH:6][C:5]([CH2:8][C:9]2[NH:13][N:12]=[N:11][N:10]=2)=[CH:4][CH:3]=1.C(=O)([O-])[O-].[K+].[K+].CS(O[CH2:25][CH2:26][CH2:27][N:28]1[C:36](=[O:37])[C:35]2[N:34](CC=C)[C:33]([Cl:41])=[N:32][C:31]=2[N:30]([CH2:42][CH2:43][CH2:44][C:45]([F:48])([F:47])[F:46])[C:29]1=[O:49])(=O)=O.N1CCOCC1. Product: [Cl:41][C:33]1[NH:34][C:35]2[C:36](=[O:37])[N:28]([CH2:27][CH2:26][CH2:25][N:11]3[N:12]=[N:13][C:9]([CH2:8][C:5]4[CH:6]=[CH:7][C:2]([F:1])=[CH:3][CH:4]=4)=[N:10]3)[C:29](=[O:49])[N:30]([CH2:42][CH2:43][CH2:44][C:45]([F:48])([F:46])[F:47])[C:31]=2[N:32]=1. The catalyst class is: 128. (5) Product: [C:15]([O:14][C:12](=[O:13])[NH:11][C:8]1[S:9][CH:10]=[C:6]([CH2:5][CH2:4][OH:3])[N:7]=1)([CH3:18])([CH3:16])[CH3:17]. Reactant: C([O:3][C:4](=O)[CH2:5][C:6]1[N:7]=[C:8]([NH:11][C:12]([O:14][C:15]([CH3:18])([CH3:17])[CH3:16])=[O:13])[S:9][CH:10]=1)C.[BH4-].[Na+]. The catalyst class is: 14.